Dataset: Forward reaction prediction with 1.9M reactions from USPTO patents (1976-2016). Task: Predict the product of the given reaction. (1) Given the reactants [S:1]1[CH:5]=[CH:4][CH:3]=[C:2]1[C:6]1[S:7][CH:8]=[CH:9][C:10]=1[C:11]1[S:12][CH:13]=[CH:14][CH:15]=1.C1C(=O)N([Br:23])C(=O)C1.CC(N=NC(C#N)(C)C)(C#N)C, predict the reaction product. The product is: [Br:23][C:2]1([C:6]2[S:7][CH:8]=[CH:9][C:10]=2[C:11]2[S:12][CH:13]=[CH:14][CH:15]=2)[CH2:3][CH:4]=[CH:5][S:1]1. (2) Given the reactants [F:1][C:2]1[CH:7]=[CH:6][C:5]([CH2:8][O:9][C:10]2[CH:18]=[CH:17][C:16]([C:19]3[CH:20]=[N:21][N:22]([CH3:24])[CH:23]=3)=[CH:15][C:11]=2[C:12](O)=[O:13])=[CH:4][CH:3]=1.CC1C(N)=CON=1.[CH:32]1C=C[C:35]2[N:40]([OH:41])N=[N:38][C:36]=2[CH:37]=1.C(Cl)CCl, predict the reaction product. The product is: [F:1][C:2]1[CH:3]=[CH:4][C:5]([CH2:8][O:9][C:10]2[CH:18]=[CH:17][C:16]([C:19]3[CH:20]=[N:21][N:22]([CH3:24])[CH:23]=3)=[CH:15][C:11]=2[C:12]([NH:38][C:36]2[CH:35]=[N:40][O:41][C:37]=2[CH3:32])=[O:13])=[CH:6][CH:7]=1. (3) Given the reactants [NH2:1][C:2]1[CH:3]=[N:4][CH:5]=[CH:6][C:7]=1[C@H:8]1[CH2:13][C@@H:12]([NH:14][C:15](=[O:21])[O:16][C:17]([CH3:20])([CH3:19])[CH3:18])[C@@H:11]([O:22][CH3:23])[C@@H:10]([CH3:24])[CH2:9]1.[C:25](N1C=CN=C1)(N1C=CN=C1)=[S:26], predict the reaction product. The product is: [N:1]([C:2]1[CH:3]=[N:4][CH:5]=[CH:6][C:7]=1[C@H:8]1[CH2:13][C@@H:12]([NH:14][C:15](=[O:21])[O:16][C:17]([CH3:18])([CH3:19])[CH3:20])[C@@H:11]([O:22][CH3:23])[C@@H:10]([CH3:24])[CH2:9]1)=[C:25]=[S:26]. (4) Given the reactants [F:1][C:2]1[CH:3]=[C:4]([CH:7]=[C:8]([F:11])[C:9]=1[OH:10])[C:5]#[N:6].C([O-])([O-])=O.[K+].[K+].[Br:18][CH2:19][CH2:20]Br, predict the reaction product. The product is: [Br:18][CH2:19][CH2:20][O:10][C:9]1[C:2]([F:1])=[CH:3][C:4]([C:5]#[N:6])=[CH:7][C:8]=1[F:11]. (5) Given the reactants [Br:1][C:2]1[CH:3]=[CH:4][C:5]([O:21][CH3:22])=[C:6](/[CH:8]=[CH:9]/[C:10]([C:12]2[C:17]([O:18][CH3:19])=[CH:16][CH:15]=[CH:14][C:13]=2[OH:20])=[O:11])[CH:7]=1.[OH:23]O, predict the reaction product. The product is: [Br:1][C:2]1[CH:3]=[CH:4][C:5]([O:21][CH3:22])=[C:6]([C:8]2[O:20][C:13]3[C:12]([C:10](=[O:11])[C:9]=2[OH:23])=[C:17]([O:18][CH3:19])[CH:16]=[CH:15][CH:14]=3)[CH:7]=1.